This data is from hERG potassium channel inhibition data for cardiac toxicity prediction from Karim et al.. The task is: Regression/Classification. Given a drug SMILES string, predict its toxicity properties. Task type varies by dataset: regression for continuous values (e.g., LD50, hERG inhibition percentage) or binary classification for toxic/non-toxic outcomes (e.g., AMES mutagenicity, cardiotoxicity, hepatotoxicity). Dataset: herg_karim. The drug is CC(C)NCC(O)c1ccc(O)c(O)c1. The result is 0 (non-blocker).